Dataset: Forward reaction prediction with 1.9M reactions from USPTO patents (1976-2016). Task: Predict the product of the given reaction. Given the reactants C([O-])=O.[NH4+].C([N:12]1[CH2:18][CH2:17][CH2:16][CH:15]([OH:19])[CH2:14][CH2:13]1)C1C=CC=CC=1.[C:28](O[C:28]([O:30][C:31]([CH3:34])([CH3:33])[CH3:32])=[O:29])([O:30][C:31]([CH3:34])([CH3:33])[CH3:32])=[O:29].C(=O)([O-])O.[Na+], predict the reaction product. The product is: [OH:19][CH:15]1[CH2:16][CH2:17][CH2:18][N:12]([C:28]([O:30][C:31]([CH3:32])([CH3:33])[CH3:34])=[O:29])[CH2:13][CH2:14]1.